This data is from Full USPTO retrosynthesis dataset with 1.9M reactions from patents (1976-2016). The task is: Predict the reactants needed to synthesize the given product. Given the product [Cl:1][C:2]1[CH:7]=[CH:6][CH:5]=[C:4]([Cl:8])[C:3]=1[NH:9][C:10]([NH:12][C:13]1[S:14][C:15]([C:25]2[CH:26]=[CH:27][C:28]([O:31][CH3:32])=[CH:29][CH:30]=2)=[CH:16][C:17]=1[C:18]([OH:20])=[O:19])=[O:11], predict the reactants needed to synthesize it. The reactants are: [Cl:1][C:2]1[CH:7]=[CH:6][CH:5]=[C:4]([Cl:8])[C:3]=1[NH:9][C:10]([NH:12][C:13]1[S:14][C:15]([C:25]2[CH:30]=[CH:29][C:28]([O:31][CH3:32])=[CH:27][CH:26]=2)=[CH:16][C:17]=1[C:18]([O:20]C(C)(C)C)=[O:19])=[O:11].C(O)(C(F)(F)F)=O.